This data is from Forward reaction prediction with 1.9M reactions from USPTO patents (1976-2016). The task is: Predict the product of the given reaction. (1) Given the reactants F[B-](F)(F)F.[CH3:6][O+:7]([CH3:9])C.[CH3:10][N:11]1[CH2:16][C:15]([CH3:26])([C:17]2[CH:22]=[CH:21][CH:20]=[C:19]([N+:23]([O-:25])=[O:24])[CH:18]=2)[NH:14]C(=O)[C:12]1=[O:28], predict the reaction product. The product is: [CH3:6][O:7][C:9]1[C:12](=[O:28])[N:11]([CH3:10])[CH2:16][C:15]([CH3:26])([C:17]2[CH:22]=[CH:21][CH:20]=[C:19]([N+:23]([O-:25])=[O:24])[CH:18]=2)[N:14]=1. (2) Given the reactants [C:1]1([S:7][C:8]2[CH:13]=[CH:12][CH:11]=[CH:10][CH:9]=2)[CH:6]=[CH:5][CH:4]=[CH:3][CH:2]=1.N1C(=O)NC(=O)NC1=[O:16].Cl[O-].[Na+].S([O-])([O-])=O.[Na+].[Na+].[OH2:32], predict the reaction product. The product is: [C:8]1([S:7]([C:1]2[CH:2]=[CH:3][CH:4]=[CH:5][CH:6]=2)(=[O:16])=[O:32])[CH:9]=[CH:10][CH:11]=[CH:12][CH:13]=1. (3) Given the reactants [Cl:1][C:2]([Cl:47])([Cl:46])[CH2:3][O:4][C:5]([C@@H:7]1[CH2:12][CH2:11][CH2:10][N:9]([C:13](=[O:45])[C@@H:14]([NH:30][C:31](=[O:44])[C@@H:32]([NH:36]C(OC(C)(C)C)=O)[CH:33]([CH3:35])[CH3:34])[CH2:15][C:16]2[CH:21]=[CH:20][CH:19]=[C:18]([O:22][Si:23]([C:26]([CH3:29])([CH3:28])[CH3:27])([CH3:25])[CH3:24])[CH:17]=2)[NH:8]1)=[O:6].FC(F)(F)S(O[Si](C)(C)C)(=O)=O.C(N(CC)C(C)C)(C)C, predict the reaction product. The product is: [Cl:47][C:2]([Cl:1])([Cl:46])[CH2:3][O:4][C:5]([C@@H:7]1[CH2:12][CH2:11][CH2:10][N:9]([C:13](=[O:45])[C@@H:14]([NH:30][C:31](=[O:44])[C@@H:32]([NH2:36])[CH:33]([CH3:35])[CH3:34])[CH2:15][C:16]2[CH:21]=[CH:20][CH:19]=[C:18]([O:22][Si:23]([C:26]([CH3:27])([CH3:28])[CH3:29])([CH3:25])[CH3:24])[CH:17]=2)[NH:8]1)=[O:6]. (4) Given the reactants [Cl:1][C:2]1[CH:29]=[C:28]([Cl:30])[CH:27]=[CH:26][C:3]=1[CH2:4][N:5]1[C:9]2[CH:10]=[C:11]([O:14][CH2:15][CH2:16][C:17]([CH3:24])([CH3:23])[C:18]([O:20]CC)=[O:19])[CH:12]=[CH:13][C:8]=2[N:7]=[C:6]1[CH3:25].[OH-].[Na+].Cl, predict the reaction product. The product is: [Cl:1][C:2]1[CH:29]=[C:28]([Cl:30])[CH:27]=[CH:26][C:3]=1[CH2:4][N:5]1[C:9]2[CH:10]=[C:11]([O:14][CH2:15][CH2:16][C:17]([CH3:24])([CH3:23])[C:18]([OH:20])=[O:19])[CH:12]=[CH:13][C:8]=2[N:7]=[C:6]1[CH3:25]. (5) Given the reactants C(=O)([O-])[O-].[K+].[K+].Br[CH2:8][CH2:9][OH:10].[Cl:11][C:12]1[CH:40]=[CH:39][C:15]([CH2:16][C:17]2[N:18]=[C:19]([O:35][CH2:36][CH2:37][CH3:38])[C:20]3[N:25]=[C:24]([C:26]4[CH:31]=[C:30]([CH3:32])[C:29]([OH:33])=[C:28]([CH3:34])[CH:27]=4)[O:23][C:21]=3[N:22]=2)=[CH:14][CH:13]=1, predict the reaction product. The product is: [Cl:11][C:12]1[CH:40]=[CH:39][C:15]([CH2:16][C:17]2[N:18]=[C:19]([O:35][CH2:36][CH2:37][CH3:38])[C:20]3[N:25]=[C:24]([C:26]4[CH:27]=[C:28]([CH3:34])[C:29]([O:33][CH2:8][CH2:9][OH:10])=[C:30]([CH3:32])[CH:31]=4)[O:23][C:21]=3[N:22]=2)=[CH:14][CH:13]=1. (6) Given the reactants [Br:1][C:2]1[C:8]([Cl:9])=[CH:7][C:5]([NH2:6])=[C:4]([F:10])[CH:3]=1.C1C(=O)N([Cl:18])C(=O)C1, predict the reaction product. The product is: [Br:1][C:2]1[CH:3]=[C:4]([F:10])[C:5]([NH2:6])=[C:7]([Cl:18])[C:8]=1[Cl:9]. (7) Given the reactants [CH3:1][O:2][C:3]1[CH:4]=[C:5]([OH:16])[CH:6]=[CH:7][C:8]=1[CH2:9][N:10]1[CH2:15][CH2:14][CH2:13][CH2:12][CH2:11]1.C(NC(C)C)(C)C.C1C=CC(N[S:31]([C:34]([F:37])([F:36])[F:35])(=[O:33])=[O:32])=CC=1, predict the reaction product. The product is: [CH3:1][O:2][C:3]1[CH:4]=[C:5]([O:16][S:31]([C:34]([F:37])([F:36])[F:35])(=[O:33])=[O:32])[CH:6]=[CH:7][C:8]=1[CH2:9][N:10]1[CH2:15][CH2:14][CH2:13][CH2:12][CH2:11]1. (8) Given the reactants Br[C:2]1[CH:3]=[C:4]2[C:8](=[C:9]([CH2:11][CH3:12])[CH:10]=1)[NH:7][N:6]=[C:5]2[CH3:13].[H-].[Na+].C([Li])(C)(C)C.CCCCC.[C:26](=O)(O)[O-:27].[Na+], predict the reaction product. The product is: [CH2:11]([C:9]1[CH:10]=[C:2]([CH:26]=[O:27])[CH:3]=[C:4]2[C:8]=1[NH:7][N:6]=[C:5]2[CH3:13])[CH3:12].